Dataset: Full USPTO retrosynthesis dataset with 1.9M reactions from patents (1976-2016). Task: Predict the reactants needed to synthesize the given product. (1) Given the product [NH2:22][C:19]1[CH:20]=[CH:21][C:16]([C:13]2[O:12][C:11]([C:9]([NH:8][CH:3]([CH:2]([CH3:25])[CH3:1])[C:4]([O:6][CH3:7])=[O:5])=[O:10])=[N:15][CH:14]=2)=[CH:17][CH:18]=1, predict the reactants needed to synthesize it. The reactants are: [CH3:1][CH:2]([CH3:25])[CH:3]([NH:8][C:9]([C:11]1[O:12][C:13]([C:16]2[CH:21]=[CH:20][C:19]([N+:22]([O-])=O)=[CH:18][CH:17]=2)=[CH:14][N:15]=1)=[O:10])[C:4]([O:6][CH3:7])=[O:5].[Cl-].[NH4+]. (2) Given the product [Br:17][C:18]1[C:19]([F:27])=[C:20]([CH:24]=[CH:25][CH:26]=1)[C:21]([NH:7][C:6]1[CH:8]=[CH:9][CH:10]=[C:4]([N+:1]([O-:3])=[O:2])[CH:5]=1)=[O:22], predict the reactants needed to synthesize it. The reactants are: [N+:1]([C:4]1[CH:5]=[C:6]([CH:8]=[CH:9][CH:10]=1)[NH2:7])([O-:3])=[O:2].N1C=CC=CC=1.[Br:17][C:18]1[C:19]([F:27])=[C:20]([CH:24]=[CH:25][CH:26]=1)[C:21](Cl)=[O:22]. (3) Given the product [Br:27][C:28]1[CH:29]=[C:30]([CH:31]=[CH:32][CH:33]=1)[CH2:34][N:23]1[C:24]([CH3:26])=[CH:25][C:21](/[C:8](/[F:7])=[CH:9]/[C:10]2[CH:11]=[CH:12][C:13]([O:16][C:17]([F:20])([F:19])[F:18])=[CH:14][CH:15]=2)=[N:22]1, predict the reactants needed to synthesize it. The reactants are: CC(C)([O-])C.[K+].[F:7]/[C:8](/[C:21]1[CH:25]=[C:24]([CH3:26])[NH:23][N:22]=1)=[CH:9]\[C:10]1[CH:15]=[CH:14][C:13]([O:16][C:17]([F:20])([F:19])[F:18])=[CH:12][CH:11]=1.[Br:27][C:28]1[CH:33]=[CH:32][CH:31]=[C:30]([CH2:34]Br)[CH:29]=1.O. (4) The reactants are: Br[C:2]1[CH:15]=[CH:14][C:13]2[C:12](=[O:16])[C:11]3[C:6](=[CH:7][CH:8]=[C:9](Br)[CH:10]=3)[C:5](=[O:18])[C:4]=2[CH:3]=1.[C:19]1(B(O)O)[C:28]2[C:23](=[CH:24][CH:25]=[CH:26][CH:27]=2)[CH:22]=[CH:21][CH:20]=1.P([O-])([O-])([O-])=O.[K+].[K+].[K+].[C:55]1([CH3:60])[CH:56]=[CH:57][CH:58]=[CH:59][C:54]=1P([C:54]1[CH:59]=[CH:58][CH:57]=[CH:56][C:55]=1[CH3:60])[C:54]1[CH:59]=[CH:58][CH:57]=[CH:56][C:55]=1[CH3:60].[C:62]1(C)[CH:67]=CC=C[CH:63]=1. Given the product [C:19]1([C:9]2[CH:8]=[CH:7][C:6]3[C:5](=[O:18])[C:4]4[C:13](=[CH:14][CH:15]=[C:2]([C:56]5[C:55]6[C:54](=[CH:63][CH:62]=[CH:67][CH:60]=6)[CH:59]=[CH:58][CH:57]=5)[CH:3]=4)[C:12](=[O:16])[C:11]=3[CH:10]=2)[C:28]2[C:23](=[CH:24][CH:25]=[CH:26][CH:27]=2)[CH:22]=[CH:21][CH:20]=1, predict the reactants needed to synthesize it. (5) Given the product [Br:15][C:12]1[S:11][C:2]([CH3:1])=[C:3]([C:4]2[CH:9]=[CH:8][CH:7]=[CH:6][CH:5]=2)[N:13]=1, predict the reactants needed to synthesize it. The reactants are: [CH3:1][CH:2]([S:11][C:12]#[N:13])[C:3](=O)[C:4]1[CH:9]=[CH:8][CH:7]=[CH:6][CH:5]=1.O.[BrH:15].C(O)(=O)C. (6) The reactants are: FC(F)(F)[C:3]([C:5]1[C:13]2[C:8](=[CH:9][CH:10]=[CH:11][CH:12]=2)[NH:7][CH:6]=1)=[O:4].[OH-:16].[Na+]. Given the product [NH:7]1[C:8]2[C:13](=[CH:12][CH:11]=[CH:10][CH:9]=2)[C:5]([C:3]([OH:4])=[O:16])=[CH:6]1, predict the reactants needed to synthesize it. (7) Given the product [Cl:35][C:22]1[CH:21]=[C:20]([N:15]2[CH2:14][CH2:13][C:12]3[C:17](=[CH:18][C:9]([F:8])=[CH:10][CH:11]=3)[CH2:16]2)[CH:25]=[C:24]([CH3:26])[C:23]=1[NH:27][C:28](=[O:34])[CH2:29][C:30]([CH3:32])([CH3:31])[CH3:33], predict the reactants needed to synthesize it. The reactants are: CC(C)([O-])C.[K+].Cl.[F:8][C:9]1[CH:18]=[C:17]2[C:12]([CH2:13][CH2:14][NH:15][CH2:16]2)=[CH:11][CH:10]=1.Br[C:20]1[CH:25]=[C:24]([CH3:26])[C:23]([NH:27][C:28](=[O:34])[CH2:29][C:30]([CH3:33])([CH3:32])[CH3:31])=[C:22]([Cl:35])[CH:21]=1.